Dataset: Reaction yield outcomes from USPTO patents with 853,638 reactions. Task: Predict the reaction yield, written as a fraction of the theoretical maximum amount of product (1.0 means a 100% yield; for example, 0.34 means a 34% yield). (1) The yield is 0.730. The product is [Br:1][C:2]1[CH:3]=[C:4]([N:9]2[C:13](=[O:14])[O:12][N:11]=[C:10]2[C:15]2[C:19]([NH:20][CH2:21][CH2:22][CH2:23][OH:24])=[N:18][O:17][N:16]=2)[CH:5]=[CH:6][C:7]=1[F:8]. The catalyst is ClCCl. The reactants are [Br:1][C:2]1[CH:3]=[C:4]([N:9]2[C:13](=[O:14])[O:12][N:11]=[C:10]2[C:15]2[C:19]([NH:20][CH2:21][CH2:22][CH2:23][O:24]C)=[N:18][O:17][N:16]=2)[CH:5]=[CH:6][C:7]=1[F:8].B(Br)(Br)Br. (2) The reactants are [F:1][C:2]1[C:7]([F:8])=[CH:6][N:5]=[C:4]2[NH:9][CH:10]=[CH:11][C:3]=12.[N+:12]([O-])([OH:14])=[O:13]. The catalyst is O. The product is [F:1][C:2]1[C:7]([F:8])=[CH:6][N:5]=[C:4]2[NH:9][CH:10]=[C:11]([N+:12]([O-:14])=[O:13])[C:3]=12. The yield is 0.800. (3) The reactants are [F:1][C:2]([F:13])([F:12])[O:3][C:4]1[CH:5]=[C:6]([CH2:10][NH2:11])[CH:7]=[CH:8][CH:9]=1.[F:14][C:15]([F:20])([F:19])[CH:16]1[O:18][CH2:17]1. No catalyst specified. The product is [F:1][C:2]([F:12])([F:13])[O:3][C:4]1[CH:5]=[C:6]([CH2:10][NH:11][CH2:17][CH:16]([OH:18])[C:15]([F:20])([F:19])[F:14])[CH:7]=[CH:8][CH:9]=1. The yield is 0.370. (4) The reactants are [CH2:1]=O.[C:3]([O:7][C:8](=[O:26])[NH:9][CH:10]1[CH2:15][CH2:14][N:13]([S:16]([C:19]2[CH:24]=[CH:23][C:22]([NH2:25])=[CH:21][CH:20]=2)(=[O:18])=[O:17])[CH2:12][CH2:11]1)([CH3:6])([CH3:5])[CH3:4].C[O-].[Na+].[BH4-].[Na+]. The catalyst is CO.C(Cl)Cl. The product is [C:3]([O:7][C:8](=[O:26])[NH:9][CH:10]1[CH2:11][CH2:12][N:13]([S:16]([C:19]2[CH:20]=[CH:21][C:22]([NH:25][CH3:1])=[CH:23][CH:24]=2)(=[O:18])=[O:17])[CH2:14][CH2:15]1)([CH3:6])([CH3:4])[CH3:5]. The yield is 0.990. (5) The reactants are [CH:1](=O)[C:2]1[CH:7]=[CH:6][CH:5]=[CH:4][CH:3]=1.[NH2:9][C:10]1[CH:15]=[CH:14][CH:13]=[CH:12][CH:11]=1.[N:16]1([C:21]([O:23][C:24]([CH3:27])([CH3:26])[CH3:25])=[O:22])[CH:20]=[CH:19][CH2:18][CH2:17]1.C(S([O-])(=O)=O)(F)(F)F.C(S([O-])(=O)=O)(F)(F)F.C(S([O-])(=O)=O)(F)(F)F.[Dy+3]. The catalyst is C(#N)C. The product is [C:2]1([C@@H:1]2[C@H:19]3[CH2:18][CH2:17][N:16]([C:21]([O:23][C:24]([CH3:27])([CH3:26])[CH3:25])=[O:22])[C@H:20]3[C:11]3[CH:12]=[CH:13][CH:14]=[CH:15][C:10]=3[NH:9]2)[CH:7]=[CH:6][CH:5]=[CH:4][CH:3]=1. The yield is 0.310. (6) The reactants are [H-].[Na+].[C:3]1([OH:9])[CH:8]=[CH:7][CH:6]=[CH:5][CH:4]=1.Cl[C:11]1[C:16]([N+:17]([O-:19])=[O:18])=[C:15]([NH:20][CH2:21][C:22]([NH:25][C:26](=[O:28])[CH3:27])([CH3:24])[CH3:23])[C:14]([CH3:29])=[C:13]([CH3:30])[N:12]=1.CCOC(C)=O. The catalyst is C(COC)OC. The product is [CH3:30][C:13]1[C:14]([CH3:29])=[C:15]([NH:20][CH2:21][C:22]([NH:25][C:26](=[O:28])[CH3:27])([CH3:24])[CH3:23])[C:16]([N+:17]([O-:19])=[O:18])=[C:11]([O:9][C:3]2[CH:8]=[CH:7][CH:6]=[CH:5][CH:4]=2)[N:12]=1. The yield is 0.500.